From a dataset of Full USPTO retrosynthesis dataset with 1.9M reactions from patents (1976-2016). Predict the reactants needed to synthesize the given product. Given the product [OH:36][CH2:35][C:33]1[S:34][C:30]([C:23]2[CH:24]=[CH:25][C:20]3[N:21]([C:17]([C:15]([NH:14][C:3]4[CH:4]=[C:5]([C:8]5[N:12]=[C:11]([CH3:13])[O:10][N:9]=5)[CH:6]=[CH:7][C:2]=4[CH3:1])=[O:16])=[CH:18][N:19]=3)[CH:22]=2)=[C:31]([CH3:37])[N:32]=1, predict the reactants needed to synthesize it. The reactants are: [CH3:1][C:2]1[CH:7]=[CH:6][C:5]([C:8]2[N:12]=[C:11]([CH3:13])[O:10][N:9]=2)=[CH:4][C:3]=1[NH:14][C:15]([C:17]1[N:21]2[CH:22]=[C:23](B(O)O)[CH:24]=[CH:25][C:20]2=[N:19][CH:18]=1)=[O:16].Br[C:30]1[S:34][C:33]([CH2:35][OH:36])=[N:32][C:31]=1[CH3:37].C(=O)([O-])[O-].[Cs+].[Cs+].